Dataset: Drug-target binding data from BindingDB using IC50 measurements. Task: Regression. Given a target protein amino acid sequence and a drug SMILES string, predict the binding affinity score between them. We predict pIC50 (pIC50 = -log10(IC50 in M); higher means more potent). Dataset: bindingdb_ic50. (1) The drug is Cc1nc2cnc3cc(F)c(-c4ccc(Oc5ncccn5)cc4Cl)cc3c2n1C1(C)CCN(CC#N)CC1. The target protein sequence is MPKKKPTPIQLNPAPDGSAVNGTSSAETNLEALQKKLEELELDEQQRKRLEAFLTQKQKVGELKDDDFEKISELGAGNGGVVFKVSHKPSGLVMARRLIHLEIKPAIRNQIIRELQVLHECNSPYIVGFYGAFYSDGEISICMEHMDGGSLDQVLKKAGRIPEQILGKVSIAVIKGLTYLREKHKIMHRDVKPSNILVNSRGEIKLCDFGVSGQLIDSMANSFVGTRSYMSPERLQGTHYSVQSDIWSMGLSLVEMAVGRYPIPPPDAKELELMFGCQVEGDAAETPPRPRTPGRPLSSYGMDSRPPMAIFELLDYIVNEPPPKLPSGVFSLEFQDFVNKCLIKNPAERADLKQLMVHAFIKRSDAEEVDFAGWLCSTIGLNQPSTPTHAAGV. The pIC50 is 7.7. (2) The small molecule is CC(C)C[C@H](NC(=O)[C@H](O)[C@@H](N)c1ccccc1)C(=O)NO. The target protein sequence is MTEARGARGALAGPLRALCVLGCLLGRAAAAPSPIIKFPGDVAPKTDKELAVQYLNTFYGCPKESCNLFVLKDTLKKMQKFFGLPQTGELDQSTIETMRKPRCGNPDVANYNFFPRKPKWDKTQITYRIIGYTPDLDPETVDDAFARAFRVWSDVTPLRFSRIHDGEADIMINFGRWEHGDGYPFDGKDGLLAHAFAPGPGVGGDSHFDDDELWTLGEGQVVRVKYGNADGEYCKFPFSFNGKEYNSCTDTGRSDGFLWCSTTYNFDKDGKYGFCPHEALFTMGGNADGQPCKFPFRFQGTSYNSCTTEGRTDGYRWCGTTEDYDRDKKYGFCPETAMSTVGGNSEGAPCVFPFTFLGNKHESCTSAGRSDGKLWCATTANYDDDRKWGFCPDQGYSLFLVAAHEFGHAMGLEHSEDPGALMAPIYTYTKNFRLSHDDVKGIQELYGASPDIDTGTGPTPTLGPVTPEICKQDIVFDGISQIRGEIFFFKDRFIWRTVTP.... The pIC50 is 4.2. (3) The small molecule is COc1ccc(CNc2nc(N3CCN(C)CC3)nc3c2ncn3C(C)C)cc1. The target protein (P49891) has sequence METSMPEYYEVFGEFRGVLMDKRFTKYWEDVEMFLARPDDLVIATYPKSGTTWISEVVYMIYKEGDVEKCKEDAIFNRIPYLECRNEDLINGIKQLKEKESPRIVKTHLPPKLLPASFWEKNCKMIYLCRNAKDVAVSYYYFLLMITSYPNPKSFSEFVEKFMQGQVPYGSWYDHVKAWWEKSKNSRVLFMFYEDMKEDIRREVVKLIEFLERKPSAELVDRIIQHTSFQEMKNNPSTNYTMMPEEMMNQKVSPFMRKGIIGDWKNHFPEALRERFDEHYKQQMKDCTVKFRMEL. The pIC50 is 4.1.